Predict the reactants needed to synthesize the given product. From a dataset of Full USPTO retrosynthesis dataset with 1.9M reactions from patents (1976-2016). (1) The reactants are: [Br:1][C:2]1[C:9](C)=[CH:8][C:7]([CH3:11])=[C:6]([CH3:12])[C:3]=1[CH:4]=[O:5].[H-].[CH2:14]([Al+]CC(C)C)C(C)C.C1(C)C=CC=CC=1.C(C(C(C([O-])=O)O)O)([O-])=O.[Na+].[K+]. Given the product [Br:1][C:2]1([CH3:14])[CH:9]=[CH:8][C:7]([CH3:11])=[C:6]([CH3:12])[CH:3]1[CH2:4][OH:5], predict the reactants needed to synthesize it. (2) Given the product [NH2:3][C:4]1[CH:9]=[CH:8][C:7]([NH:10][C:11](=[O:17])[O:12][C:13]([CH3:14])([CH3:15])[CH3:16])=[C:6]([C:18]#[N:19])[C:5]=1[Br:1], predict the reactants needed to synthesize it. The reactants are: [Br:1]Br.[NH2:3][C:4]1[CH:9]=[CH:8][C:7]([NH:10][C:11](=[O:17])[O:12][C:13]([CH3:16])([CH3:15])[CH3:14])=[C:6]([C:18]#[N:19])[CH:5]=1.